From a dataset of Human liver microsome stability data. Regression/Classification. Given a drug SMILES string, predict its absorption, distribution, metabolism, or excretion properties. Task type varies by dataset: regression for continuous measurements (e.g., permeability, clearance, half-life) or binary classification for categorical outcomes (e.g., BBB penetration, CYP inhibition). Dataset: hlm. (1) The compound is O=C(NCC(c1ccccc1)c1ccccc1)c1cccnc1. The result is 1 (stable in human liver microsomes). (2) The compound is Fc1cccc(C(Cc2ccccc2OC(F)(F)F)N2CCNCC2)c1. The result is 0 (unstable in human liver microsomes). (3) The compound is CCC(=O)NCCCc1cc(OC)ccc1Cc1cccc(OC)c1. The result is 1 (stable in human liver microsomes). (4) The compound is N#CC1(n2cc([C@@H](NC(=O)c3ccc(C(N)=O)cc3)C3CCCCC3)nn2)CC1. The result is 0 (unstable in human liver microsomes). (5) The compound is Cc1[nH]c2ccccc2c1CC(=O)N1Cc2ccc(/C=C/C(=O)NO)cc2C1. The result is 0 (unstable in human liver microsomes). (6) The drug is O=C(O)C=Cc1ccc(NC(=O)C2(NC(=O)c3ccc4c(c3)nc(-c3ccoc3)n4C3CCCCC3)CCCC2)cc1. The result is 0 (unstable in human liver microsomes). (7) The molecule is C=C(C)[C@@H]1CC[C@]2(NC(=O)CCN3CCS(=O)(=O)CC3)CC[C@]3(C)[C@H](CC[C@@H]4[C@@]5(C)CC=C(c6ccc(C(=O)O)cc6)C(C)(C)[C@@H]5CC[C@]43C)[C@@H]12. The result is 0 (unstable in human liver microsomes). (8) The drug is CC(C)(C)Cc1nn(CCC2CC2)c(=O)c(C2=NS(=O)(=O)c3cc(NS(C)(=O)=O)ccc3N2)c1O. The result is 1 (stable in human liver microsomes). (9) The compound is COc1ccc(F)cc1S(=O)(=O)N[C@H]1CC[C@@H](N2CCN(c3ccccc3OC(C)C)CC2)CC1. The result is 1 (stable in human liver microsomes). (10) The molecule is COc1cccc(CNC(=O)c2cn(C)c3cc(-c4cn[nH]c4)ccc23)c1. The result is 1 (stable in human liver microsomes).